This data is from Reaction yield outcomes from USPTO patents with 853,638 reactions. The task is: Predict the reaction yield, written as a fraction of the theoretical maximum amount of product (1.0 means a 100% yield; for example, 0.34 means a 34% yield). The reactants are [NH2:1][C:2]1[C:3]([C:9]([O:11][CH3:12])=[O:10])=[N:4][CH:5]=[C:6]([F:8])[CH:7]=1.[Br:13]N1C(=O)CCC1=O. The catalyst is CC#N.CCOC(C)=O. The product is [NH2:1][C:2]1[C:3]([C:9]([O:11][CH3:12])=[O:10])=[N:4][C:5]([Br:13])=[C:6]([F:8])[CH:7]=1. The yield is 0.760.